From a dataset of Reaction yield outcomes from USPTO patents with 853,638 reactions. Predict the reaction yield, written as a fraction of the theoretical maximum amount of product (1.0 means a 100% yield; for example, 0.34 means a 34% yield). The reactants are [NH2:1][C@H:2]1[CH2:11][CH2:10][C:9]2[C:8]([S:12]([NH:15][C:16]3[CH:21]=[C:20]([Cl:22])[CH:19]=[C:18]([Cl:23])[CH:17]=3)(=[O:14])=[O:13])=[CH:7][CH:6]=[C:5]([O:24][CH3:25])[C:4]=2[CH2:3]1.Br[CH2:27][CH2:28][CH2:29][CH2:30]Br.CCN(C(C)C)C(C)C.[I-].[K+]. The catalyst is C1(C)C=CC=CC=1.C(OCC)(=O)C. The product is [Cl:23][C:18]1[CH:17]=[C:16]([NH:15][S:12]([C:8]2[C:9]3[CH2:10][CH2:11][C@H:2]([N:1]4[CH2:30][CH2:29][CH2:28][CH2:27]4)[CH2:3][C:4]=3[C:5]([O:24][CH3:25])=[CH:6][CH:7]=2)(=[O:13])=[O:14])[CH:21]=[C:20]([Cl:22])[CH:19]=1. The yield is 0.150.